Dataset: Forward reaction prediction with 1.9M reactions from USPTO patents (1976-2016). Task: Predict the product of the given reaction. (1) Given the reactants [Br:1][C:2]1[CH:11]=[CH:10][C:5]([C:6](OC)=[O:7])=[CH:4][C:3]=1[C:12]([F:15])([F:14])[F:13].[H-].[H-].[H-].[H-].[Li+].[Al+3], predict the reaction product. The product is: [Br:1][C:2]1[CH:11]=[CH:10][C:5]([CH2:6][OH:7])=[CH:4][C:3]=1[C:12]([F:13])([F:14])[F:15]. (2) Given the reactants [Na].C([CH:4]([C:13]1[CH:18]=[CH:17][C:16]([F:19])=[CH:15][CH:14]=1)[C:5]([C:7]1[CH:12]=[CH:11][N:10]=[CH:9][CH:8]=1)=[O:6])#N.Br, predict the reaction product. The product is: [F:19][C:16]1[CH:17]=[CH:18][C:13]([CH2:4][C:5]([C:7]2[CH:12]=[CH:11][N:10]=[CH:9][CH:8]=2)=[O:6])=[CH:14][CH:15]=1.